The task is: Predict the reactants needed to synthesize the given product.. This data is from Full USPTO retrosynthesis dataset with 1.9M reactions from patents (1976-2016). (1) Given the product [CH:1]1([NH:7][C:9]2[C:14]([C:15]([O:17][CH2:18][CH3:19])=[O:16])=[CH:13][N:12]=[C:11]3[N:20]([CH2:23][CH3:24])[N:21]=[CH:22][C:10]=23)[CH2:6][CH2:5][CH2:4][CH2:3][CH2:2]1, predict the reactants needed to synthesize it. The reactants are: [CH:1]1([NH2:7])[CH2:6][CH2:5][CH2:4][CH2:3][CH2:2]1.Cl[C:9]1[C:14]([C:15]([O:17][CH2:18][CH3:19])=[O:16])=[CH:13][N:12]=[C:11]2[N:20]([CH2:23][CH3:24])[N:21]=[CH:22][C:10]=12. (2) Given the product [CH3:30][C:11]1[C:10]([O:8][CH2:3][C:4]([CH3:7])([CH3:6])[CH3:5])=[N:19][C:18]2[C:13](=[CH:14][CH:15]=[CH:16][C:17]=2[C:20]2[NH:28][C:27]3[CH2:26][CH2:25][NH:24][C:23](=[O:29])[C:22]=3[CH:21]=2)[N:12]=1, predict the reactants needed to synthesize it. The reactants are: [H-].[Na+].[CH2:3]([OH:8])[C:4]([CH3:7])([CH3:6])[CH3:5].F[C:10]1[C:11]([CH3:30])=[N:12][C:13]2[C:18]([N:19]=1)=[C:17]([C:20]1[NH:28][C:27]3[CH2:26][CH2:25][NH:24][C:23](=[O:29])[C:22]=3[CH:21]=1)[CH:16]=[CH:15][CH:14]=2.CO.C(Cl)Cl. (3) Given the product [C:1]1([CH3:16])[CH:6]=[CH:5][CH:4]=[C:3]([C:7]2[O:8][C:9]3[CH2:10][N:11]([C:18]4[N:25]=[CH:24][CH:23]=[CH:22][C:19]=4[C:20]#[N:21])[CH2:12][CH2:13][C:14]=3[N:15]=2)[CH:2]=1, predict the reactants needed to synthesize it. The reactants are: [C:1]1([CH3:16])[CH:6]=[CH:5][CH:4]=[C:3]([C:7]2[O:8][C:9]3[CH2:10][NH:11][CH2:12][CH2:13][C:14]=3[N:15]=2)[CH:2]=1.Cl[C:18]1[N:25]=[CH:24][CH:23]=[CH:22][C:19]=1[C:20]#[N:21].CCN(C(C)C)C(C)C.O. (4) Given the product [CH3:14][CH:15]([CH3:41])[CH2:16][O:17][C:18]([C:20]1[C:21](=[O:40])[O:22][C:23]2[C:37]([CH3:38])=[C:36]([O:7][C@@H:6]3[O:8][C:2]([CH3:13])([CH3:1])[C@H:3]([O:11][CH3:12])[C@@H:4]([OH:10])[C@H:5]3[OH:9])[CH:35]=[CH:34][C:24]=2[C:25]=1[O:26][CH2:27][C:28]1[CH:29]=[CH:30][CH:31]=[CH:32][CH:33]=1)=[O:19], predict the reactants needed to synthesize it. The reactants are: [CH3:1][C:2]1([CH3:13])[O:8][C@@H:6]([OH:7])[C@H:5]([OH:9])[C@H:4]([OH:10])[C@H:3]1[O:11][CH3:12].[CH3:14][CH:15]([CH3:41])[CH2:16][O:17][C:18]([C:20]1[C:21](=[O:40])[O:22][C:23]2[C:37]([CH3:38])=[C:36](O)[CH:35]=[CH:34][C:24]=2[C:25]=1[O:26][CH2:27][C:28]1[CH:33]=[CH:32][CH:31]=[CH:30][CH:29]=1)=[O:19]. (5) Given the product [F:9][C:8]([F:11])([F:10])[C:5]1[CH:4]=[N:3][C:2]([Sn:13]([CH3:19])([CH3:18])[CH3:12])=[CH:7][N:6]=1, predict the reactants needed to synthesize it. The reactants are: Cl[C:2]1[CH:7]=[N:6][C:5]([C:8]([F:11])([F:10])[F:9])=[CH:4][N:3]=1.[CH3:12][Sn:13]([CH3:19])([CH3:18])[Sn:13]([CH3:19])([CH3:18])[CH3:12]. (6) Given the product [C:13]([C:17]1[CH:18]=[C:19]([C:26]2[CH:27]=[N:28][C:29]([C:32]([F:35])([F:33])[F:34])=[CH:30][CH:31]=2)[C:20]([OH:25])=[C:21]([CH:24]=1)[CH2:22][NH:1][CH2:2][CH2:3][CH2:4][NH:5][C:6](=[O:12])[O:7][C:8]([CH3:9])([CH3:11])[CH3:10])([CH3:16])([CH3:14])[CH3:15], predict the reactants needed to synthesize it. The reactants are: [NH2:1][CH2:2][CH2:3][CH2:4][NH:5][C:6](=[O:12])[O:7][C:8]([CH3:11])([CH3:10])[CH3:9].[C:13]([C:17]1[CH:18]=[C:19]([C:26]2[CH:27]=[N:28][C:29]([C:32]([F:35])([F:34])[F:33])=[CH:30][CH:31]=2)[C:20]([OH:25])=[C:21]([CH:24]=1)[CH:22]=O)([CH3:16])([CH3:15])[CH3:14].[BH4-].[Na+]. (7) Given the product [CH2:15]([O:14][C:12]([C:10]1[C:3]2[CH:4]=[N:5][NH:6][C:2]=2[N:1]=[C:8]([OH:17])[CH:9]=1)=[O:13])[CH3:16], predict the reactants needed to synthesize it. The reactants are: [NH2:1][C:2]1[NH:6][N:5]=[CH:4][CH:3]=1.[Na].[C:8](OCC)(=[O:17])[CH2:9][C:10]([C:12]([O:14][CH2:15][CH3:16])=[O:13])=O.C(O)(=O)C. (8) Given the product [Br:24][C:2]1[CH:3]=[CH:4][CH:5]=[C:6]2[C:10]=1[NH:9][C:8]([C:11]([NH2:13])=[O:12])=[C:7]2[S:14]([N:17]1[CH2:22][CH2:21][O:20][CH2:19][CH2:18]1)(=[O:16])=[O:15], predict the reactants needed to synthesize it. The reactants are: N[C:2]1[CH:3]=[CH:4][CH:5]=[C:6]2[C:10]=1[NH:9][C:8]([C:11]([NH2:13])=[O:12])=[C:7]2[S:14]([N:17]1[CH2:22][CH2:21][O:20][CH2:19][CH2:18]1)(=[O:16])=[O:15].O.[BrH:24].N([O-])=O.[Na+].